From a dataset of Full USPTO retrosynthesis dataset with 1.9M reactions from patents (1976-2016). Predict the reactants needed to synthesize the given product. (1) Given the product [OH:101][C@H:26]([C@@H:25]([OH:55])[C:18]1[C:19]2[C:24](=[CH:23][CH:22]=[CH:21][CH:20]=2)[N:16]([C:13]2[CH:14]=[CH:15][C:10]([O:9][C:6]3[CH:5]=[CH:4][C:3]([C:2]([F:1])([F:32])[F:33])=[CH:8][N:7]=3)=[CH:11][CH:12]=2)[CH:17]=1)[C:27]([O:29][CH2:30][CH3:31])=[O:28], predict the reactants needed to synthesize it. The reactants are: [F:1][C:2]([F:33])([F:32])[C:3]1[CH:4]=[CH:5][C:6]([O:9][C:10]2[CH:15]=[CH:14][C:13]([N:16]3[C:24]4[C:19](=[CH:20][CH:21]=[CH:22][CH:23]=4)[C:18](/[CH:25]=[CH:26]/[C:27]([O:29][CH2:30][CH3:31])=[O:28])=[CH:17]3)=[CH:12][CH:11]=2)=[N:7][CH:8]=1.CC[C@H]1[C@H]2C[C@H]([C@H](OC3C4C(=CC=CC=4)C(O[C@H](C4C=CN=C5C=4C=C(OC)C=C5)[C@@H]4N5C[C@H](CC)[C@@H](CC5)C4)=NN=3)C3C=CN=C4C=3C=C([O:55]C)C=C4)N(CC2)C1.CS(N)(=O)=O.CC(O)C.[OH2:101]. (2) Given the product [C:37]1([C:30]2[O:31][C:32]([C:33]([F:35])([F:36])[F:34])=[C:28]([C:26]([NH:25][C:22]3[CH:21]=[CH:20][C:19]([CH:16]4[CH2:15][CH2:14][N:13]([C:11]([N:49]5[CH2:50][CH2:51][CH:47]([C:45]([OH:46])=[O:44])[CH2:48]5)=[O:12])[CH2:18][CH2:17]4)=[CH:24][CH:23]=3)=[O:27])[N:29]=2)[CH:42]=[CH:41][CH:40]=[CH:39][CH:38]=1, predict the reactants needed to synthesize it. The reactants are: [N+](C1C=CC(O[C:11]([N:13]2[CH2:18][CH2:17][CH:16]([C:19]3[CH:24]=[CH:23][C:22]([NH:25][C:26]([C:28]4[N:29]=[C:30]([C:37]5[CH:42]=[CH:41][CH:40]=[CH:39][CH:38]=5)[O:31][C:32]=4[C:33]([F:36])([F:35])[F:34])=[O:27])=[CH:21][CH:20]=3)[CH2:15][CH2:14]2)=[O:12])=CC=1)([O-])=O.C[O:44][C:45]([CH:47]1[CH2:51][CH2:50][NH:49][CH2:48]1)=[O:46]. (3) Given the product [O:50]=[C:49]([CH2:48][CH2:47][C:41]1[CH:42]=[CH:43][CH:44]=[CH:45][CH:46]=1)/[CH:51]=[CH:25]/[C@@H:8]1[C@@H:3]2[C@@H:2]([O:7][C:5](=[O:6])[CH2:4]2)[CH2:1][C@H:9]1[O:10][C:11](=[O:12])[C:13]1[CH:18]=[CH:17][C:16]([C:19]2[CH:24]=[CH:23][CH:22]=[CH:21][CH:20]=2)=[CH:15][CH:14]=1, predict the reactants needed to synthesize it. The reactants are: [CH2:1]1[C@@H:9]([O:10][C:11]([C:13]2[CH:18]=[CH:17][C:16]([C:19]3[CH:24]=[CH:23][CH:22]=[CH:21][CH:20]=3)=[CH:15][CH:14]=2)=[O:12])[C@H:8]([CH2:25]O)[C@H:3]2[CH2:4][C:5]([O:7][C@@H:2]12)=[O:6].[Na+].[Br-].C([O-])(O)=O.[Na+].CC(O)C.[O-]Cl.[Na+].[C:41]1([CH2:47][CH2:48][C:49]([CH2:51]P(OC)(OC)=O)=[O:50])[CH:46]=[CH:45][CH:44]=[CH:43][CH:42]=1.[OH-].[Na+].C(O)(=O)CC(CC(O)=O)(C(O)=O)O. (4) Given the product [C:1]([O:5][C:6](=[O:51])[NH:7][C@H:8]([C:45]1[CH:46]=[CH:47][CH:48]=[CH:49][CH:50]=1)[CH2:9][N:10]1[C:15](=[O:16])[C:14]([N:17]2[CH2:22][CH2:21][N:20]([CH2:23][C:24]3[CH:29]=[CH:28][CH:27]=[C:26]([C:30]4[NH:54][N:53]=[N:52][N:31]=4)[CH:25]=3)[CH2:19][CH2:18]2)=[CH:13][N:12]([CH2:32][C:33]2[C:38]([C:39]([F:40])([F:41])[F:42])=[CH:37][CH:36]=[CH:35][C:34]=2[F:43])[C:11]1=[O:44])([CH3:4])([CH3:2])[CH3:3], predict the reactants needed to synthesize it. The reactants are: [C:1]([O:5][C:6](=[O:51])[NH:7][C@H:8]([C:45]1[CH:50]=[CH:49][CH:48]=[CH:47][CH:46]=1)[CH2:9][N:10]1[C:15](=[O:16])[C:14]([N:17]2[CH2:22][CH2:21][N:20]([CH2:23][C:24]3[CH:29]=[CH:28][CH:27]=[C:26]([C:30]#[N:31])[CH:25]=3)[CH2:19][CH2:18]2)=[CH:13][N:12]([CH2:32][C:33]2[C:38]([C:39]([F:42])([F:41])[F:40])=[CH:37][CH:36]=[CH:35][C:34]=2[F:43])[C:11]1=[O:44])([CH3:4])([CH3:3])[CH3:2].[N:52]([Sn](CCCC)(CCCC)CCCC)=[N+:53]=[N-:54].